This data is from Merck oncology drug combination screen with 23,052 pairs across 39 cell lines. The task is: Regression. Given two drug SMILES strings and cell line genomic features, predict the synergy score measuring deviation from expected non-interaction effect. Drug 2: CCC1(O)C(=O)OCc2c1cc1n(c2=O)Cc2cc3c(CN(C)C)c(O)ccc3nc2-1. Synergy scores: synergy=17.9. Cell line: UACC62. Drug 1: COC1CC2CCC(C)C(O)(O2)C(=O)C(=O)N2CCCCC2C(=O)OC(C(C)CC2CCC(OP(C)(C)=O)C(OC)C2)CC(=O)C(C)C=C(C)C(O)C(OC)C(=O)C(C)CC(C)C=CC=CC=C1C.